Regression. Given a peptide amino acid sequence and an MHC pseudo amino acid sequence, predict their binding affinity value. This is MHC class I binding data. From a dataset of Peptide-MHC class I binding affinity with 185,985 pairs from IEDB/IMGT. (1) The peptide sequence is IRLRPGGKK. The MHC is HLA-B18:01 with pseudo-sequence HLA-B18:01. The binding affinity (normalized) is 0. (2) The peptide sequence is RQMKSGGRF. The MHC is HLA-B18:01 with pseudo-sequence HLA-B18:01. The binding affinity (normalized) is 0.0847. (3) The peptide sequence is DHQLDPAFR. The MHC is HLA-A02:01 with pseudo-sequence HLA-A02:01. The binding affinity (normalized) is 0.0306.